Task: Predict the reaction yield, written as a fraction of the theoretical maximum amount of product (1.0 means a 100% yield; for example, 0.34 means a 34% yield).. Dataset: Reaction yield outcomes from USPTO patents with 853,638 reactions (1) The product is [NH4+:2].[OH-:17].[CH3:1][N:2]1[C:10]2[C:5](=[CH:6][CH:7]=[CH:8][CH:9]=2)[CH:4]=[C:3]1[C:11]1[CH:12]=[N:13][CH:14]=[C:15]([CH:19]=1)[C:16]([NH2:26])=[O:17]. The reactants are [CH3:1][N:2]1[C:10]2[C:5](=[CH:6][CH:7]=[CH:8][CH:9]=2)[CH:4]=[C:3]1[C:11]1[CH:12]=[N:13][CH:14]=[C:15]([CH:19]=1)[C:16](O)=[O:17].C1C=CC2N(O)N=[N:26]C=2C=1.CCN=C=NCCCN(C)C.Cl.CCN(C(C)C)C(C)C.[Cl-].[NH4+]. The catalyst is CN(C=O)C. The yield is 0.00100. (2) The product is [Cl:1][C:2]1[CH:7]=[CH:6][CH:5]=[CH:4][C:3]=1[NH:8][C:9](=[O:23])[NH:10][C:11]1[CH:16]=[CH:15][C:14]([CH2:17][C:18]([N:29]2[CH2:30][C@@H:26]([O:25][CH3:24])[CH2:27][C@H:28]2[CH2:31][O:32][C:33]2[CH:42]=[CH:41][C:36]([C:37]([O:39][CH3:40])=[O:38])=[CH:35][CH:34]=2)=[O:20])=[CH:13][C:12]=1[O:21][CH3:22]. The yield is 0.870. The reactants are [Cl:1][C:2]1[CH:7]=[CH:6][CH:5]=[CH:4][C:3]=1[NH:8][C:9](=[O:23])[NH:10][C:11]1[CH:16]=[CH:15][C:14]([CH2:17][C:18]([OH:20])=O)=[CH:13][C:12]=1[O:21][CH3:22].[CH3:24][O:25][C@@H:26]1[CH2:30][NH:29][C@H:28]([CH2:31][O:32][C:33]2[CH:42]=[CH:41][C:36]([C:37]([O:39][CH3:40])=[O:38])=[CH:35][CH:34]=2)[CH2:27]1.CCN=C=NCCCN(C)C.Cl.C1C=CC2N(O)N=NC=2C=1.CCN(CC)CC. The catalyst is CN(C=O)C. (3) The yield is 0.830. The reactants are CON(C)[C:4]([CH:6]1[CH2:10][CH2:9][O:8][CH2:7]1)=[O:5].[CH2:12]([Mg]Br)[CH3:13]. The catalyst is O1CCCC1. The product is [O:8]1[CH2:9][CH2:10][CH:6]([C:4](=[O:5])[CH2:12][CH3:13])[CH2:7]1.